This data is from Reaction yield outcomes from USPTO patents with 853,638 reactions. The task is: Predict the reaction yield, written as a fraction of the theoretical maximum amount of product (1.0 means a 100% yield; for example, 0.34 means a 34% yield). (1) The reactants are [NH2:1][C:2]1[CH:3]=[C:4]([OH:9])[CH:5]=[CH:6][C:7]=1[F:8].CC(C)([O-])C.[K+].Br[C:17]1[CH:18]=[CH:19][C:20]([C:23]([F:26])([F:25])[F:24])=[N:21][CH:22]=1. The catalyst is CC(N(C)C)=O.O. The product is [F:8][C:7]1[CH:6]=[CH:5][C:4]([O:9][C:17]2[CH:22]=[N:21][C:20]([C:23]([F:26])([F:25])[F:24])=[CH:19][CH:18]=2)=[CH:3][C:2]=1[NH2:1]. The yield is 0.260. (2) The reactants are B(Br)(Br)Br.[Br:5][C:6]1[C:11]([Cl:12])=[CH:10][C:9]([N:13]2[C:17](=[O:18])[NH:16][C:15]([C:19]3[S:20][C:21]([Br:24])=[CH:22][CH:23]=3)=[N:14]2)=[C:8]([O:25]C)[CH:7]=1. The catalyst is ClCCl. The product is [Br:5][C:6]1[C:11]([Cl:12])=[CH:10][C:9]([N:13]2[C:17](=[O:18])[NH:16][C:15]([C:19]3[S:20][C:21]([Br:24])=[CH:22][CH:23]=3)=[N:14]2)=[C:8]([OH:25])[CH:7]=1. The yield is 0.810. (3) The reactants are Cl[C:2]1[CH:7]=[C:6]([CH3:8])[CH:5]=[CH:4][N+:3]=1[O-:9].[NH2:10][CH2:11][CH2:12][CH2:13][OH:14].C([O-])(O)=O.[Na+].C(O)(CC)(C)C. The catalyst is C(Cl)Cl. The product is [OH:14][CH2:13][CH2:12][CH2:11][NH:10][C:2]1[CH:7]=[C:6]([CH3:8])[CH:5]=[CH:4][N+:3]=1[O-:9]. The yield is 0.880. (4) The reactants are [Br:1][C:2]1[CH:10]=[CH:9][C:5]([C:6](Cl)=[O:7])=[CH:4][CH:3]=1.[NH:11]1[CH2:16][CH2:15][O:14][CH2:13][CH2:12]1. The catalyst is C1COCC1.CCOC(C)=O. The product is [Br:1][C:2]1[CH:10]=[CH:9][C:5]([C:6]([N:11]2[CH2:16][CH2:15][O:14][CH2:13][CH2:12]2)=[O:7])=[CH:4][CH:3]=1. The yield is 1.00.